Regression. Given a peptide amino acid sequence and an MHC pseudo amino acid sequence, predict their binding affinity value. This is MHC class II binding data. From a dataset of Peptide-MHC class II binding affinity with 134,281 pairs from IEDB. (1) The peptide sequence is RCALHWFPGSHLLAC. The MHC is HLA-DPA10103-DPB10301 with pseudo-sequence HLA-DPA10103-DPB10301. The binding affinity (normalized) is 0.0819. (2) The peptide sequence is ANLCVERVLDCRTAF. The MHC is DRB1_1101 with pseudo-sequence DRB1_1101. The binding affinity (normalized) is 0. (3) The peptide sequence is LKRLWKMLDPRQGLA. The MHC is DRB4_0103 with pseudo-sequence DRB4_0103. The binding affinity (normalized) is 0.594. (4) The peptide sequence is EAAFTVSSKRNLADA. The MHC is DRB5_0101 with pseudo-sequence DRB5_0101. The binding affinity (normalized) is 0.425.